This data is from Reaction yield outcomes from USPTO patents with 853,638 reactions. The task is: Predict the reaction yield, written as a fraction of the theoretical maximum amount of product (1.0 means a 100% yield; for example, 0.34 means a 34% yield). The reactants are N1([C:6](N2C=CN=C2)=[O:7])C=CN=C1.[CH:13]1([CH2:16][CH2:17][OH:18])[CH2:15][CH2:14]1.Cl.[F:20][C:21]1[CH:26]=[C:25]([S:27]([CH3:30])(=[O:29])=[O:28])[CH:24]=[CH:23][C:22]=1[N:31]1[C:35]2=[N:36][CH:37]=[N:38][C:39]([S:40][CH:41]3[CH2:46][CH2:45][NH:44][CH2:43][CH2:42]3)=[C:34]2[CH:33]=[N:32]1.C(N(CC)CC)C. The catalyst is CS(C)=O. The product is [CH:13]1([CH2:16][CH2:17][O:18][C:6]([N:44]2[CH2:43][CH2:42][CH:41]([S:40][C:39]3[N:38]=[CH:37][N:36]=[C:35]4[N:31]([C:22]5[CH:23]=[CH:24][C:25]([S:27]([CH3:30])(=[O:29])=[O:28])=[CH:26][C:21]=5[F:20])[N:32]=[CH:33][C:34]=34)[CH2:46][CH2:45]2)=[O:7])[CH2:15][CH2:14]1. The yield is 0.360.